Dataset: Forward reaction prediction with 1.9M reactions from USPTO patents (1976-2016). Task: Predict the product of the given reaction. (1) Given the reactants [O:1]1[C:5]2[CH:6]=[CH:7][CH:8]=[CH:9][C:4]=2[CH:3]=[C:2]1[CH:10]=[O:11].[BH4-].[Na+].O, predict the reaction product. The product is: [OH:11][CH2:10][C:2]1[O:1][C:5]2[CH:6]=[CH:7][CH:8]=[CH:9][C:4]=2[CH:3]=1. (2) Given the reactants F[C:2]1[CH:10]=[C:9]([F:11])[CH:8]=[C:7]2[C:3]=1[C:4]([C:13]1[N:14]=[C:15]3[C:21]([C:22]([OH:24])=O)=[CH:20][N:19]([CH2:25][O:26][CH2:27][CH2:28][Si:29]([CH3:32])([CH3:31])[CH3:30])[C:16]3=[N:17][CH:18]=1)=[N:5][N:6]2[CH3:12].C1C=[CH:35][C:36]2[N:41](O)N=N[C:37]=2C=1.C(Cl)CCl.C(N)(C)C.[CH:51](N(CC)C(C)C)(C)C.CN([CH:63]=[O:64])C, predict the reaction product. The product is: [CH:36]([NH:41][C:22]([C:21]1[C:15]2[C:16](=[N:17][CH:18]=[C:13]([C:4]3[C:3]4[C:7](=[CH:8][C:9]([F:11])=[CH:10][CH:2]=4)[N:6]([CH:12]4[CH2:63][O:64][CH2:51]4)[N:5]=3)[N:14]=2)[N:19]([CH2:25][O:26][CH2:27][CH2:28][Si:29]([CH3:30])([CH3:31])[CH3:32])[CH:20]=1)=[O:24])([CH3:37])[CH3:35]. (3) Given the reactants [CH3:1][C:2]1[N:10]([CH:11]([C:13]2[CH:18]=[CH:17][CH:16]=[CH:15][CH:14]=2)[CH3:12])[C:5]2=[CH:6][N:7]=[CH:8][CH:9]=[C:4]2[C:3]=1[C:19](O)=[O:20].CN(C(ON1N=NC2C=CC=NC1=2)=[N+](C)C)C.F[P-](F)(F)(F)(F)F.[NH2:46][CH2:47][C:48]1[C:49](=[O:56])[NH:50][C:51]([CH3:55])=[CH:52][C:53]=1[CH3:54].O, predict the reaction product. The product is: [CH3:54][C:53]1[CH:52]=[C:51]([CH3:55])[NH:50][C:49](=[O:56])[C:48]=1[CH2:47][NH:46][C:19]([C:3]1[C:4]2[C:5](=[CH:6][N:7]=[CH:8][CH:9]=2)[N:10]([CH:11]([C:13]2[CH:18]=[CH:17][CH:16]=[CH:15][CH:14]=2)[CH3:12])[C:2]=1[CH3:1])=[O:20]. (4) Given the reactants Cl[C:2]1[CH:3]=[C:4]([CH2:8][CH2:9][CH2:10][N:11]([C@H:25]2[CH2:30][CH2:29][C@H:28]([CH3:31])[CH2:27][CH2:26]2)[C:12](=[O:24])[NH:13][C:14]2[S:15][C:16]([S:19][CH2:20][C:21]([OH:23])=[O:22])=[CH:17][N:18]=2)[CH:5]=[CH:6][CH:7]=1.C1(CCC(O)=O)CCCCC1.C(OC(=O)CSC1SC(N)=NC=1)C, predict the reaction product. The product is: [CH:4]1([CH2:8][CH2:9][CH2:10][N:11]([C@H:25]2[CH2:30][CH2:29][C@H:28]([CH3:31])[CH2:27][CH2:26]2)[C:12](=[O:24])[NH:13][C:14]2[S:15][C:16]([S:19][CH2:20][C:21]([OH:23])=[O:22])=[CH:17][N:18]=2)[CH2:3][CH2:2][CH2:7][CH2:6][CH2:5]1. (5) Given the reactants Br[C:2]1[CH:20]=[CH:19][C:5]([O:6][C:7]([CH3:18])([CH3:17])[CH2:8][O:9][Si:10]([C:13]([CH3:16])([CH3:15])[CH3:14])([CH3:12])[CH3:11])=[CH:4][CH:3]=1.[CH3:21][C:22]1([CH3:38])[C:26]([CH3:28])([CH3:27])[O:25][B:24]([B:24]2[O:25][C:26]([CH3:28])([CH3:27])[C:22]([CH3:38])([CH3:21])[O:23]2)[O:23]1.C([O-])(=O)C.[K+], predict the reaction product. The product is: [C:13]([Si:10]([CH3:12])([CH3:11])[O:9][CH2:8][C:7]([CH3:18])([O:6][C:5]1[CH:19]=[CH:20][C:2]([B:24]2[O:25][C:26]([CH3:28])([CH3:27])[C:22]([CH3:38])([CH3:21])[O:23]2)=[CH:3][CH:4]=1)[CH3:17])([CH3:16])([CH3:15])[CH3:14]. (6) Given the reactants [NH2:1][C:2]1[CH:22]=[CH:21][C:5]([O:6][C:7]2[C:12]([C:13]3[CH:18]=[CH:17][N:16]=[C:15]([NH:19][CH3:20])[N:14]=3)=[CH:11][CH:10]=[CH:9][N:8]=2)=[CH:4][CH:3]=1.[C:23]([N:31]=[C:32]=[S:33])(=[O:30])[C:24]1[CH:29]=[CH:28][CH:27]=[CH:26][CH:25]=1.I[CH3:35], predict the reaction product. The product is: [C:23]([NH:31][C:32](=[N:1][C:2]1[CH:22]=[CH:21][C:5]([O:6][C:7]2[C:12]([C:13]3[CH:18]=[CH:17][N:16]=[C:15]([NH:19][CH3:20])[N:14]=3)=[CH:11][CH:10]=[CH:9][N:8]=2)=[CH:4][CH:3]=1)[S:33][CH3:35])(=[O:30])[C:24]1[CH:29]=[CH:28][CH:27]=[CH:26][CH:25]=1. (7) Given the reactants Br[C:2]1[S:6][C:5]([C:7]([NH:9][C:10]2[CH:15]=[CH:14][CH:13]=[CH:12][C:11]=2[F:16])=[O:8])=[CH:4][CH:3]=1.[Cl:17][C:18]1[C:19](B2OC(C)(C)C(C)(C)O2)=[CH:20][C:21]2[S:25][CH:24]=[N:23][C:22]=2[CH:26]=1.C(=O)([O-])[O-].[Na+].[Na+].CC(=O)OCC.[Cl-].[Na+].O, predict the reaction product. The product is: [Cl:17][C:18]1[C:19]([C:2]2[S:6][C:5]([C:7]([NH:9][C:10]3[CH:15]=[CH:14][CH:13]=[CH:12][C:11]=3[F:16])=[O:8])=[CH:4][CH:3]=2)=[CH:20][C:21]2[S:25][CH:24]=[N:23][C:22]=2[CH:26]=1.